From a dataset of Reaction yield outcomes from USPTO patents with 853,638 reactions. Predict the reaction yield, written as a fraction of the theoretical maximum amount of product (1.0 means a 100% yield; for example, 0.34 means a 34% yield). (1) The reactants are [CH3:1][O:2][C:3]1[CH:8]=[CH:7][C:6]([C:9]2([C:12](Cl)=[O:13])[CH2:11][CH2:10]2)=[CH:5][CH:4]=1.[Cl:15][C:16]1[N:21]=[C:20]([NH2:22])[CH:19]=[CH:18][C:17]=1[CH3:23].CCN(CC)CC. The catalyst is ClCCl. The product is [Cl:15][C:16]1[N:21]=[C:20]([NH:22][C:12]([C:9]2([C:6]3[CH:7]=[CH:8][C:3]([O:2][CH3:1])=[CH:4][CH:5]=3)[CH2:11][CH2:10]2)=[O:13])[CH:19]=[CH:18][C:17]=1[CH3:23]. The yield is 0.630. (2) The reactants are [OH:1]/[N:2]=[C:3](\Cl)/[C:4]1[CH:9]=[CH:8][CH:7]=[CH:6][CH:5]=1.[CH3:11][O:12][C:13](/[CH:15]=[CH:16]/OC(=O)C1C=CC([N+]([O-])=O)=CC=1)=[O:14].C(N(CC)CC)C. The catalyst is ClCCl. The product is [CH3:11][O:12][C:13]([C:15]1[C:3]([C:4]2[CH:9]=[CH:8][CH:7]=[CH:6][CH:5]=2)=[N:2][O:1][CH:16]=1)=[O:14]. The yield is 0.400. (3) The reactants are Cl[C:2]1[C:7]([C:8]#[N:9])=[CH:6][N:5]=[CH:4][C:3]=1[F:10].Cl.[CH2:12]([O:14][C:15](=[O:18])[CH2:16][NH2:17])[CH3:13].[Na]. No catalyst specified. The product is [CH2:12]([O:14][C:15]([C:16]1[NH:17][C:2]2[C:3]([F:10])=[CH:4][N:5]=[CH:6][C:7]=2[C:8]=1[NH2:9])=[O:18])[CH3:13]. The yield is 0.460.